Dataset: Catalyst prediction with 721,799 reactions and 888 catalyst types from USPTO. Task: Predict which catalyst facilitates the given reaction. (1) The catalyst class is: 29. Product: [CH2:6]1[CH2:7][CH2:8][C:3]([CH2:1][NH2:20])([CH2:9][C:10]([OH:12])=[O:11])[CH2:4][CH2:5]1. Reactant: [CH:1]([C:3]1([CH2:9][C:10]([O:12]CC2C=CC=CC=2)=[O:11])[CH2:8][CH2:7][CH2:6][CH2:5][CH2:4]1)=O.[NH3:20].[H][H]. (2) Reactant: C(OC([N:8]1[CH2:12][C@H:11]([CH2:13][NH:14][C:15]2[CH:20]=[CH:19][C:18]([Cl:21])=[CH:17][CH:16]=2)[C@@H:10]([CH2:22][C:23]2[CH:28]=[CH:27][CH:26]=[CH:25][CH:24]=2)[CH2:9]1)=O)(C)(C)C.Br[CH2:30][C:31]1[CH:40]=[C:39]2[C:34]([CH:35]=[CH:36][CH:37]=[C:38]2[C:41]#[N:42])=[CH:33][CH:32]=1.CC#N.O.CC#N. Product: [CH2:22]([C@H:10]1[CH2:9][NH:8][CH2:12][C@@H:11]1[CH2:13][N:14]([CH2:30][C:31]1[CH:40]=[C:39]2[C:34]([CH:35]=[CH:36][CH:37]=[C:38]2[C:41]#[N:42])=[CH:33][CH:32]=1)[C:15]1[CH:20]=[CH:19][C:18]([Cl:21])=[CH:17][CH:16]=1)[C:23]1[CH:24]=[CH:25][CH:26]=[CH:27][CH:28]=1. The catalyst class is: 6. (3) Reactant: [CH2:1]([C:3]1[CH:12]=[CH:11][C:10]2[C:5](=[C:6]([O:21][CH3:22])[CH:7]=[CH:8][C:9]=2[C:13](=[O:20])[CH:14]([CH3:19])[C:15]([O:17][CH3:18])=[O:16])[N:4]=1)[CH3:2].[H-].[Na+].I[CH3:26].[Cl-].[NH4+]. Product: [CH2:1]([C:3]1[CH:12]=[CH:11][C:10]2[C:5](=[C:6]([O:21][CH3:22])[CH:7]=[CH:8][C:9]=2[C:13](=[O:20])[C:14]([CH3:26])([CH3:19])[C:15]([O:17][CH3:18])=[O:16])[N:4]=1)[CH3:2]. The catalyst class is: 3. (4) Reactant: [CH3:1][O:2][C:3]([C:5]1([NH:14][C:15](=[O:25])[C:16]2[CH:21]=[CH:20][C:19]([O:22][CH3:23])=[C:18]([OH:24])[CH:17]=2)[CH2:13][C:12]2[C:7](=[CH:8][CH:9]=[CH:10][CH:11]=2)[CH2:6]1)=[O:4].C1(P(C2C=CC=CC=2)C2C=CC=CC=2)C=CC=CC=1.[CH3:45][S:46][C:47]1[CH:48]=[C:49]([CH2:53][CH2:54]O)[CH:50]=[CH:51][CH:52]=1.CC(OC(/N=N/C(OC(C)C)=O)=O)C. Product: [CH3:1][O:2][C:3]([C:5]1([NH:14][C:15](=[O:25])[C:16]2[CH:21]=[CH:20][C:19]([O:22][CH3:23])=[C:18]([O:24][CH2:54][CH2:53][C:49]3[CH:50]=[CH:51][CH:52]=[C:47]([S:46][CH3:45])[CH:48]=3)[CH:17]=2)[CH2:6][C:7]2[C:12](=[CH:11][CH:10]=[CH:9][CH:8]=2)[CH2:13]1)=[O:4]. The catalyst class is: 1. (5) Reactant: [OH:1][CH:2]([C:7]1[N:12]([CH3:13])[C:11](=[O:14])[C:10]2[NH:15][CH:16]=[CH:17][C:9]=2[C:8]=1[C:18]1[C:19]([CH3:28])=[C:20]2[C:25](=[CH:26][CH:27]=1)[O:24][CH2:23][CH2:22][CH2:21]2)[C:3]([O:5][CH3:6])=[O:4].C(O[C:33]([CH3:36])([CH3:35])[CH3:34])(=O)C.Cl(O)(=O)(=O)=O. Product: [C:33]([O:1][CH:2]([C:7]1[N:12]([CH3:13])[C:11](=[O:14])[C:10]2[NH:15][CH:16]=[CH:17][C:9]=2[C:8]=1[C:18]1[C:19]([CH3:28])=[C:20]2[C:25](=[CH:26][CH:27]=1)[O:24][CH2:23][CH2:22][CH2:21]2)[C:3]([O:5][CH3:6])=[O:4])([CH3:36])([CH3:35])[CH3:34]. The catalyst class is: 100. (6) Reactant: C(N(CC)CC)C.C(O)=O.[F:11][C:12]([F:29])([F:28])[C:13]([NH:15][C@H:16]1[C:25]2[C:20](=[CH:21][CH:22]=[C:23]([F:26])[CH:24]=2)[C:19](=[O:27])[CH2:18][CH2:17]1)=[O:14]. Product: [F:29][C:12]([F:11])([F:28])[C:13]([NH:15][C@H:16]1[C:25]2[C:20](=[CH:21][CH:22]=[C:23]([F:26])[CH:24]=2)[C@H:19]([OH:27])[CH2:18][CH2:17]1)=[O:14]. The catalyst class is: 3. (7) Reactant: [CH2:1]([O:3][C:4]([C:6]1[CH:7]=[C:8]2[C:13](=[CH:14][CH:15]=1)[NH:12][CH:11]([C:16]1[CH:21]=[CH:20][CH:19]=[C:18]([C:22](O)=[O:23])[CH:17]=1)[CH2:10][C:9]2([CH3:26])[CH3:25])=[O:5])[CH3:2].CN(C(ON1N=NC2[CH:38]=[CH:39][CH:40]=[N:41]C1=2)=[N+](C)C)C.F[P-](F)(F)(F)(F)F.C(N(CC)CC)C.C1(N)CC1. Product: [CH2:1]([O:3][C:4]([C:6]1[CH:7]=[C:8]2[C:13](=[CH:14][CH:15]=1)[NH:12][CH:11]([C:16]1[CH:21]=[CH:20][CH:19]=[C:18]([C:22](=[O:23])[NH:41][CH:40]3[CH2:38][CH2:39]3)[CH:17]=1)[CH2:10][C:9]2([CH3:25])[CH3:26])=[O:5])[CH3:2]. The catalyst class is: 4.